Dataset: Forward reaction prediction with 1.9M reactions from USPTO patents (1976-2016). Task: Predict the product of the given reaction. (1) Given the reactants ClC1C=CC(CN2CCC(NC3C=C(NC(=O)C)C=CC=3)CC2)=CC=1OCC.Cl.Cl.[Cl:31][C:32]1[N:33]=[C:34]([NH:42][CH:43]2[CH2:48][CH2:47][NH:46][CH2:45][CH2:44]2)[C:35]2[C:40]([CH:41]=1)=[CH:39][CH:38]=[CH:37][CH:36]=2.[CH2:49]([O:51][C:52]1[CH:57]=[C:56]([CH:58]=O)[CH:55]=[C:54]([O:60][CH2:61][CH3:62])[C:53]=1[C:63]1[CH:68]=[CH:67][C:66]([F:69])=[CH:65][CH:64]=1)[CH3:50], predict the reaction product. The product is: [Cl:31][C:32]1[N:33]=[C:34]([NH:42][CH:43]2[CH2:48][CH2:47][N:46]([CH2:58][C:56]3[CH:55]=[C:54]([O:60][CH2:61][CH3:62])[C:53]([C:63]4[CH:68]=[CH:67][C:66]([F:69])=[CH:65][CH:64]=4)=[C:52]([O:51][CH2:49][CH3:50])[CH:57]=3)[CH2:45][CH2:44]2)[C:35]2[C:40]([CH:41]=1)=[CH:39][CH:38]=[CH:37][CH:36]=2. (2) Given the reactants [F:1][C:2]1[CH:7]=[CH:6][CH:5]=[CH:4][C:3]=1[CH:8]1[CH2:13][C:12](=[O:14])[CH2:11][C:10](=[O:15])[CH2:9]1.CO[CH:18](OC)[N:19]([CH3:21])[CH3:20].ClC1C=CC(C2CC(=O)C(=CN(C)C)C(=O)C2)=CC=1, predict the reaction product. The product is: [CH3:18][N:19]([CH:21]=[C:11]1[C:12](=[O:14])[CH2:13][CH:8]([C:3]2[CH:4]=[CH:5][CH:6]=[CH:7][C:2]=2[F:1])[CH2:9][C:10]1=[O:15])[CH3:20]. (3) Given the reactants [NH2:1][C:2]1[CH:22]=[C:21]([C:23]2[N:27]=[C:26]([CH3:28])[O:25][N:24]=2)[CH:20]=[CH:19][C:3]=1[CH2:4][NH:5][C:6](=[O:18])[C:7]1[CH:12]=[C:11]([O:13][CH3:14])[C:10]([CH3:15])=[C:9]([O:16][CH3:17])[CH:8]=1.Br[CH2:30][C:31]([O:33][CH2:34][C:35]1[CH:40]=[CH:39][CH:38]=[CH:37][CH:36]=1)=[O:32].C(=O)([O-])[O-].[K+].[K+], predict the reaction product. The product is: [CH2:34]([O:33][C:31](=[O:32])[CH2:30][NH:1][C:2]1[CH:22]=[C:21]([C:23]2[N:27]=[C:26]([CH3:28])[O:25][N:24]=2)[CH:20]=[CH:19][C:3]=1[CH2:4][NH:5][C:6](=[O:18])[C:7]1[CH:12]=[C:11]([O:13][CH3:14])[C:10]([CH3:15])=[C:9]([O:16][CH3:17])[CH:8]=1)[C:35]1[CH:40]=[CH:39][CH:38]=[CH:37][CH:36]=1. (4) Given the reactants [F:1][C:2]([F:6])([F:5])[CH2:3][OH:4].C1(=O)O[CH2:10][CH2:9][O:8]1.C(N(CC)CC)C, predict the reaction product. The product is: [F:1][C:2]([F:6])([F:5])[CH2:3][O:4][CH2:10][CH2:9][OH:8]. (5) Given the reactants [CH2:1]([N:5]1[C:13]2[N:12]=[C:11]([C:14]([F:17])([F:16])[F:15])[NH:10][C:9]=2[C:8](=[O:18])[N:7]([CH2:19][CH2:20][CH2:21][CH2:22][C:23](OC)=[O:24])[C:6]1=[O:27])[CH2:2][CH2:3][CH3:4].[C:28](=[N:36]O)([NH2:35])[C:29]1[CH:34]=[CH:33][CH:32]=[CH:31][CH:30]=1.CC[O-].[Na+], predict the reaction product. The product is: [CH2:1]([N:5]1[C:13]2[N:12]=[C:11]([C:14]([F:15])([F:16])[F:17])[NH:10][C:9]=2[C:8](=[O:18])[N:7]([CH2:19][CH2:20][CH2:21][CH2:22][C:23]2[O:24][N:36]=[C:28]([C:29]3[CH:34]=[CH:33][CH:32]=[CH:31][CH:30]=3)[N:35]=2)[C:6]1=[O:27])[CH2:2][CH2:3][CH3:4]. (6) Given the reactants [Mg].II.Br[CH:5]([CH2:7][CH2:8][CH3:9])[CH3:6].[CH2:10]([N:17]1[CH2:21][CH:20]([CH2:22]I)[CH2:19][C:18]1=[O:24])[C:11]1[CH:16]=[CH:15][CH:14]=[CH:13][CH:12]=1, predict the reaction product. The product is: [CH2:10]([N:17]1[CH2:21][CH:20]([CH2:22][CH:5]([CH3:6])[CH2:7][CH2:8][CH3:9])[CH2:19][C:18]1=[O:24])[C:11]1[CH:16]=[CH:15][CH:14]=[CH:13][CH:12]=1. (7) Given the reactants [NH2:1][CH:2]1[CH2:7][CH2:6][N:5]([CH2:8][CH2:9][N:10]2[C:19]3[C:14](=[CH:15][CH:16]=[C:17]([O:20][CH3:21])[CH:18]=3)[N:13]=[CH:12][C:11]2=[O:22])[CH2:4][CH2:3]1.[O:23]1[C:32]2[CH:31]=[C:30]([CH:33]=O)[N:29]=[CH:28][C:27]=2[O:26][CH2:25][CH2:24]1.C(O[BH-](OC(=O)C)OC(=O)C)(=O)C.[Na+], predict the reaction product. The product is: [O:23]1[C:32]2[CH:31]=[C:30]([CH2:33][NH:1][CH:2]3[CH2:3][CH2:4][N:5]([CH2:8][CH2:9][N:10]4[C:19]5[C:14](=[CH:15][CH:16]=[C:17]([O:20][CH3:21])[CH:18]=5)[N:13]=[CH:12][C:11]4=[O:22])[CH2:6][CH2:7]3)[N:29]=[CH:28][C:27]=2[O:26][CH2:25][CH2:24]1. (8) Given the reactants [C:1]1(=[O:13])[CH2:12][CH2:11][CH2:10][CH2:9][CH2:8][CH2:7][CH2:6][CH2:5][CH2:4][CH2:3][CH2:2]1.C1CCCCCCCCCCC1.[O:26]1[CH:28]2[CH2:29][CH2:30][CH2:31][CH2:32][CH2:33][CH2:34][CH2:35][CH2:36][CH2:37][CH2:38][CH:27]12.O=O.[B], predict the reaction product. The product is: [CH:1]1([OH:13])[CH2:12][CH2:11][CH2:10][CH2:9][CH2:8][CH2:7][CH2:6][CH2:5][CH2:4][CH2:3][CH2:2]1.[C:27]1(=[O:26])[CH2:38][CH2:37][CH2:36][CH2:35][CH2:34][CH2:33][CH2:32][CH2:31][CH2:30][CH2:29][CH2:28]1. (9) Given the reactants Br[C:2]1[CH:7]=[CH:6][CH:5]=[CH:4][C:3]=1[CH:8]1[CH2:12][O:11][C:10](=[O:13])[NH:9]1.N1C=CC=C1C(O)=O.[N:22]1([C:28]([O:30][C:31]([CH3:34])([CH3:33])[CH3:32])=[O:29])[CH2:27][CH2:26][NH:25][CH2:24][CH2:23]1.[O-]P([O-])([O-])=O.[K+].[K+].[K+], predict the reaction product. The product is: [O:13]=[C:10]1[NH:9][CH:8]([C:3]2[CH:4]=[CH:5][CH:6]=[CH:7][C:2]=2[N:25]2[CH2:24][CH2:23][N:22]([C:28]([O:30][C:31]([CH3:34])([CH3:33])[CH3:32])=[O:29])[CH2:27][CH2:26]2)[CH2:12][O:11]1.